Predict the reaction yield, written as a fraction of the theoretical maximum amount of product (1.0 means a 100% yield; for example, 0.34 means a 34% yield). From a dataset of Reaction yield outcomes from USPTO patents with 853,638 reactions. (1) The reactants are N1C=CC=CC=1.[OH-].[K+].[F:9][C:10]1[CH:15]=[CH:14][CH:13]=[CH:12][C:11]=1[S:16](Cl)(=[O:18])=[O:17].[CH3:20][C:21]1[CH:22]=[C:23]([CH:25]=[C:26]([CH3:35])[C:27]=1[S:28]([CH2:31][N+:32]([O-:34])=[O:33])(=[O:30])=[O:29])[NH2:24].Cl. The catalyst is O1CCCC1.O. The product is [CH3:35][C:26]1[CH:25]=[C:23]([NH:24][S:16]([C:11]2[CH:12]=[CH:13][CH:14]=[CH:15][C:10]=2[F:9])(=[O:18])=[O:17])[CH:22]=[C:21]([CH3:20])[C:27]=1[S:28]([CH2:31][N+:32]([O-:34])=[O:33])(=[O:30])=[O:29]. The yield is 0.460. (2) The reactants are [OH-:1].[Na+].OO.[Cl:5][C:6]1[CH:7]=[C:8]([S:12]([N:15]2[CH2:20][CH2:19][C:18]([NH:23][C:24]([CH:26]3[CH2:31][CH2:30][CH2:29][CH2:28][CH2:27]3)=O)([C:21]#[N:22])[CH2:17][CH2:16]2)(=[O:14])=[O:13])[CH:9]=[CH:10][CH:11]=1.O. The catalyst is C(O)C. The product is [Cl:5][C:6]1[CH:7]=[C:8]([S:12]([N:15]2[CH2:20][CH2:19][C:18]3([N:23]=[C:24]([CH:26]4[CH2:31][CH2:30][CH2:29][CH2:28][CH2:27]4)[NH:22][C:21]3=[O:1])[CH2:17][CH2:16]2)(=[O:14])=[O:13])[CH:9]=[CH:10][CH:11]=1. The yield is 0.520. (3) The reactants are [Cl:1][C:2]1[N:7]=[C:6]([NH:8][CH:9]2[CH2:13][CH2:12][CH2:11][CH2:10]2)[C:5]([C:14]#[C:15][CH:16]([O:20][CH2:21][CH3:22])[O:17][CH2:18][CH3:19])=[CH:4][N:3]=1.[F-].C([N+](CCCC)(CCCC)CCCC)CCC. The catalyst is C1COCC1. The product is [Cl:1][C:2]1[N:3]=[CH:4][C:5]2[CH:14]=[C:15]([CH:16]([O:20][CH2:21][CH3:22])[O:17][CH2:18][CH3:19])[N:8]([CH:9]3[CH2:13][CH2:12][CH2:11][CH2:10]3)[C:6]=2[N:7]=1. The yield is 0.820. (4) The reactants are [NH2:1][C:2]1[C:7]([F:8])=[CH:6][CH:5]=[CH:4][C:3]=1[C:9](=[O:11])[CH3:10].[I:12]Cl. The catalyst is Cl. The product is [NH2:1][C:2]1[C:7]([F:8])=[CH:6][C:5]([I:12])=[CH:4][C:3]=1[C:9](=[O:11])[CH3:10]. The yield is 0.920. (5) The reactants are [Br:1][C:2]1[CH:3]=[C:4]([C:8]2[C:17]([CH:18]=[O:19])=[C:11]3[CH:12]=[CH:13][CH:14]=[C:15]([Cl:16])[N:10]3[N:9]=2)[CH:5]=[CH:6][CH:7]=1.[C:20]([Mg]Br)#[CH:21]. No catalyst specified. The product is [Br:1][C:2]1[CH:3]=[C:4]([C:8]2[C:17]([CH:18]([OH:19])[C:20]#[CH:21])=[C:11]3[CH:12]=[CH:13][CH:14]=[C:15]([Cl:16])[N:10]3[N:9]=2)[CH:5]=[CH:6][CH:7]=1. The yield is 0.680. (6) The reactants are [H-].[Al+3].[Li+].[H-].[H-].[H-].[C:7]([N:15]1[CH2:28][CH2:27][C:26]2[C:25]3[CH:24]=[CH:23][C:22]([C:29]4[CH:34]=[CH:33][CH:32]=[CH:31][CH:30]=4)=[CH:21][C:20]=3[NH:19][C:18]=2[CH2:17][CH2:16]1)(=O)[C:8]1[CH:13]=[CH:12][CH:11]=[CH:10][CH:9]=1.CCOC(C)=O.CCCCCCC. The catalyst is O1CCCC1. The product is [CH2:7]([N:15]1[CH2:28][CH2:27][C:26]2[C:25]3[CH:24]=[CH:23][C:22]([C:29]4[CH:34]=[CH:33][CH:32]=[CH:31][CH:30]=4)=[CH:21][C:20]=3[NH:19][C:18]=2[CH2:17][CH2:16]1)[C:8]1[CH:9]=[CH:10][CH:11]=[CH:12][CH:13]=1. The yield is 0.900. (7) The product is [Cl:1][C:2]1[N:7]=[C:6]([CH3:8])[N:5]=[C:4]([O:9][C:10]2[CH:11]=[CH:12][C:13]([CH2:16][S:17]([N:20]([CH3:21])[C:22](=[O:36])[O:31][C:32]([CH3:33])([CH3:34])[CH3:35])(=[O:19])=[O:18])=[CH:14][CH:15]=2)[CH:3]=1. The yield is 0.994. The reactants are [Cl:1][C:2]1[N:7]=[C:6]([CH3:8])[N:5]=[C:4]([O:9][C:10]2[CH:15]=[CH:14][C:13]([CH2:16][S:17]([NH:20][CH3:21])(=[O:19])=[O:18])=[CH:12][CH:11]=2)[CH:3]=1.[C:22](=[O:36])([O:31][C:32]([CH3:35])([CH3:34])[CH3:33])O[C:22]([O:31][C:32]([CH3:35])([CH3:34])[CH3:33])=[O:36]. The catalyst is C(Cl)Cl.CN(C)C1C=CN=CC=1.